From a dataset of Peptide-MHC class II binding affinity with 134,281 pairs from IEDB. Regression. Given a peptide amino acid sequence and an MHC pseudo amino acid sequence, predict their binding affinity value. This is MHC class II binding data. The peptide sequence is QPEWFRNVLSIAPIMF. The binding affinity (normalized) is 0.159. The MHC is DRB1_0301 with pseudo-sequence DRB1_0301.